This data is from Catalyst prediction with 721,799 reactions and 888 catalyst types from USPTO. The task is: Predict which catalyst facilitates the given reaction. (1) Reactant: [F:1][C:2]1[CH:3]=[C:4]([NH:8][C:9]2[N:18]=[CH:17][C:16]3[C:11](=[CH:12][C:13]([OH:24])=[C:14]([C:19]4[S:20][CH:21]=[CH:22][N:23]=4)[CH:15]=3)[N:10]=2)[CH:5]=[CH:6][CH:7]=1.[Cl:25][C:26]1[CH:31]=[C:30](F)[CH:29]=[CH:28][N:27]=1.C(=O)([O-])[O-].[Cs+].[Cs+]. Product: [Cl:25][C:26]1[CH:31]=[C:30]([O:24][C:13]2[CH:12]=[C:11]3[C:16]([CH:17]=[N:18][C:9]([NH:8][C:4]4[CH:5]=[CH:6][CH:7]=[C:2]([F:1])[CH:3]=4)=[N:10]3)=[CH:15][C:14]=2[C:19]2[S:20][CH:21]=[CH:22][N:23]=2)[CH:29]=[CH:28][N:27]=1. The catalyst class is: 3. (2) Reactant: [NH:1]1[CH2:9][CH2:8][CH:4]([C:5]([OH:7])=[O:6])[CH2:3][CH2:2]1.[C:10](OC(=O)C)(=[O:12])[CH3:11]. Product: [C:10]([N:1]1[CH2:9][CH2:8][CH:4]([C:5]([OH:7])=[O:6])[CH2:3][CH2:2]1)(=[O:12])[CH3:11]. The catalyst class is: 5. (3) Reactant: [F:1][C:2]([F:32])([F:31])[C:3]1[CH:4]=[C:5]([CH:24]=[C:25]([C:27]([F:30])([F:29])[F:28])[CH:26]=1)[C:6]([N:8]1[CH2:13][CH2:12][NH:11][CH2:10][C@H:9]1[CH2:14][C:15]1[C:23]2[C:18](=[CH:19][CH:20]=[CH:21][CH:22]=2)[NH:17][CH:16]=1)=[O:7].[CH3:33][O:34][C:35]1[CH:40]=[CH:39][CH:38]=[CH:37][C:36]=1[CH2:41][C:42](O)=[O:43].ON1C2C=CC=CC=2N=N1.Cl.CN(C)CCCN=C=NCC.C(=O)(O)[O-].[Na+]. Product: [F:30][C:27]([F:28])([F:29])[C:25]1[CH:24]=[C:5]([CH:4]=[C:3]([C:2]([F:1])([F:31])[F:32])[CH:26]=1)[C:6]([N:8]1[CH2:13][CH2:12][N:11]([C:42]([CH2:41][C:36]2[CH:37]=[CH:38][CH:39]=[CH:40][C:35]=2[O:34][CH3:33])=[O:43])[CH2:10][C@H:9]1[CH2:14][C:15]1[C:23]2[C:18](=[CH:19][CH:20]=[CH:21][CH:22]=2)[NH:17][CH:16]=1)=[O:7]. The catalyst class is: 4.